From a dataset of Forward reaction prediction with 1.9M reactions from USPTO patents (1976-2016). Predict the product of the given reaction. Given the reactants C([O:3][C:4](=O)[CH:5]([N:7]1[CH:11]([CH3:12])[C:10]2[CH:13]=[C:14]([C:17]3[C:25]4[C:20](=[CH:21][C:22]([F:26])=[CH:23][CH:24]=4)[N:19](C(OC(C)(C)C)=O)[CH:18]=3)[CH:15]=[CH:16][C:9]=2[S:8]1(=[O:35])=[O:34])[CH3:6])C.[CH3:37][NH2:38].CCO, predict the reaction product. The product is: [F:26][C:22]1[CH:21]=[C:20]2[C:25]([C:17]([C:14]3[CH:15]=[CH:16][C:9]4[S:8](=[O:35])(=[O:34])[N:7]([CH:5]([CH3:6])[C:4]([NH:38][CH3:37])=[O:3])[CH:11]([CH3:12])[C:10]=4[CH:13]=3)=[CH:18][NH:19]2)=[CH:24][CH:23]=1.